The task is: Predict the product of the given reaction.. This data is from Forward reaction prediction with 1.9M reactions from USPTO patents (1976-2016). (1) Given the reactants [OH-].[Na+].[Br:3][C:4]1[CH:13]=[C:12]2[C:7]([C:8]([NH:21][CH2:22][C:23]([OH:26])([CH3:25])[CH3:24])=[C:9]([NH:14][C:15](=O)[CH2:16][O:17][CH2:18][CH3:19])[CH:10]=[N:11]2)=[CH:6][CH:5]=1, predict the reaction product. The product is: [Br:3][C:4]1[CH:5]=[CH:6][C:7]2[C:8]3[N:21]([CH2:22][C:23]([CH3:25])([OH:26])[CH3:24])[C:15]([CH2:16][O:17][CH2:18][CH3:19])=[N:14][C:9]=3[CH:10]=[N:11][C:12]=2[CH:13]=1. (2) Given the reactants [CH3:1][C:2]([CH3:33])([CH3:32])[C@@H:3]([OH:31])[C:4]([N:6]1[CH2:30][CH2:29][CH2:28][C@H:7]1[C:8]([NH:10][CH2:11][C:12]1[CH:17]=[C:16]([Cl:18])[CH:15]=[CH:14][C:13]=1[CH2:19][NH:20]C(OC(C)(C)C)=O)=[O:9])=[O:5].Cl, predict the reaction product. The product is: [CH3:1][C:2]([CH3:33])([CH3:32])[C@@H:3]([OH:31])[C:4]([N:6]1[CH2:30][CH2:29][CH2:28][C@H:7]1[C:8]([NH:10][CH2:11][C:12]1[CH:17]=[C:16]([Cl:18])[CH:15]=[CH:14][C:13]=1[CH2:19][NH2:20])=[O:9])=[O:5].